This data is from Catalyst prediction with 721,799 reactions and 888 catalyst types from USPTO. The task is: Predict which catalyst facilitates the given reaction. (1) Reactant: Br[C:2]1[N:7]=[C:6]([C:8]([O:10][CH3:11])=[O:9])[C:5]([O:12][CH3:13])=[CH:4][CH:3]=1.[F:14][C:15]1[CH:20]=[CH:19][C:18]([C:21]2[O:22][C:23]3[CH:33]=[C:32]([N:34]([CH3:39])[S:35]([CH3:38])(=[O:37])=[O:36])[C:31](B4OC(C)(C)C(C)(C)O4)=[CH:30][C:24]=3[C:25]=2[C:26]([NH:28][CH3:29])=[O:27])=[CH:17][CH:16]=1.C([O-])([O-])=O.[K+].[K+].CCOC(C)=O. Product: [F:14][C:15]1[CH:20]=[CH:19][C:18]([C:21]2[O:22][C:23]3[CH:33]=[C:32]([N:34]([CH3:39])[S:35]([CH3:38])(=[O:36])=[O:37])[C:31]([C:2]4[N:7]=[C:6]([C:8]([O:10][CH3:11])=[O:9])[C:5]([O:12][CH3:13])=[CH:4][CH:3]=4)=[CH:30][C:24]=3[C:25]=2[C:26](=[O:27])[NH:28][CH3:29])=[CH:17][CH:16]=1. The catalyst class is: 117. (2) Reactant: [Na:1].[CH2:2]1[O:4][CH2:3]1.[C:5]([OH:10])(=[O:9])[C:6]([CH3:8])=[CH2:7].[CH2:11]=[CH:12][C:13]1[CH:18]=[CH:17][CH:16]=[CH:15][CH:14]=1.[C:19]([OH:24])(=[O:23])[C:20]([CH3:22])=[CH2:21].[C:25]([O:29][CH2:30][CH2:31][CH2:32][CH3:33])(=[O:28])[CH:26]=[CH2:27].S(OOS([O-])(=O)=O)([O-])(=O)=O.[NH4+].[NH4+]. Product: [CH:11]([CH2:7][C:6](=[CH2:8])[C:5]([O-:10])=[O:9])=[CH:12][C:13]1[CH:18]=[CH:17][CH:16]=[CH:15][CH:14]=1.[C:25]([O:29][CH2:30][CH2:31][CH2:32][CH3:33])(=[O:28])[CH:26]=[CH2:27].[Na:1].[CH2:3]1[O:4][CH2:2]1.[C:19]([OH:24])(=[O:23])[C:20]([CH3:22])=[CH2:21]. The catalyst class is: 6. (3) Reactant: [H-].[Na+].[OH:3][C:4]1[CH:5]=[C:6]2[C:10](=[CH:11][CH:12]=1)[C:9](=[O:13])[NH:8][CH2:7]2.F[C:15]1[CH:20]=[CH:19][C:18]([N+:21]([O-:23])=[O:22])=[CH:17][CH:16]=1.O. Product: [C:9]1(=[O:13])[C:10]2[C:6](=[CH:5][C:4]([O:3][C:15]3[CH:20]=[CH:19][C:18]([N+:21]([O-:23])=[O:22])=[CH:17][CH:16]=3)=[CH:12][CH:11]=2)[CH2:7][NH:8]1. The catalyst class is: 3. (4) Reactant: C([O:3][C:4](=[O:28])[CH2:5][CH2:6][C@@H:7]1[CH2:11][S:10][C:9]([C:12]2[NH:13][C:14]3[C:19]([CH:20]=2)=[CH:18][C:17]([CH3:21])=[CH:16][C:15]=3[NH:22][CH:23]2[CH2:27][CH2:26][CH2:25][CH2:24]2)=[N:8]1)C.[OH-].[Na+].Cl. Product: [CH:23]1([NH:22][C:15]2[CH:16]=[C:17]([CH3:21])[CH:18]=[C:19]3[C:14]=2[NH:13][C:12]([C:9]2[S:10][CH2:11][C@@H:7]([CH2:6][CH2:5][C:4]([OH:28])=[O:3])[N:8]=2)=[CH:20]3)[CH2:24][CH2:25][CH2:26][CH2:27]1. The catalyst class is: 83. (5) Reactant: [CH3:1][C:2]([C:4]1[CH:9]=[CH:8][C:7](Br)=[CH:6][CH:5]=1)=[O:3].[B:11]1([B:11]2[O:15][C:14]([CH3:17])([CH3:16])[C:13]([CH3:19])([CH3:18])[O:12]2)[O:15][C:14]([CH3:17])([CH3:16])[C:13]([CH3:19])([CH3:18])[O:12]1.C(Cl)Cl.C([O-])(=O)C.[K+]. Product: [CH3:18][C:13]1([CH3:19])[C:14]([CH3:17])([CH3:16])[O:15][B:11]([C:7]2[CH:8]=[CH:9][C:4]([C:2](=[O:3])[CH3:1])=[CH:5][CH:6]=2)[O:12]1. The catalyst class is: 75. (6) Reactant: [F:1][C:2]1([F:18])[CH2:7][CH2:6][CH:5]([CH:8]([CH2:14][N+:15]([O-])=O)[CH2:9][C:10](OC)=[O:11])[CH2:4][CH2:3]1. Product: [F:1][C:2]1([F:18])[CH2:7][CH2:6][CH:5]([CH:8]2[CH2:14][NH:15][C:10](=[O:11])[CH2:9]2)[CH2:4][CH2:3]1. The catalyst class is: 94.